From a dataset of Full USPTO retrosynthesis dataset with 1.9M reactions from patents (1976-2016). Predict the reactants needed to synthesize the given product. Given the product [CH2:18]([O:17][C:15]([CH:9]1[CH2:10][CH2:11][CH:12]([CH:13]=[CH2:14])[N:8]1[C:6](=[O:7])[CH:30]([NH:26][C:47]([O:49][C:50]([CH3:53])([CH3:52])[CH3:51])=[O:48])[CH2:31][CH:32]=[CH2:33])=[O:16])[C:19]1[CH:20]=[CH:21][CH:22]=[CH:23][CH:24]=1, predict the reactants needed to synthesize it. The reactants are: C(O[C:6]([N:8]1[CH:12]([CH:13]=[CH2:14])[CH2:11][CH2:10][CH:9]1[C:15]([O:17][CH2:18][C:19]1[CH:24]=[CH:23][CH:22]=[CH:21][CH:20]=1)=[O:16])=[O:7])(C)(C)C.O[N:26]1[C:30]2[CH:31]=[CH:32][CH:33]=CC=2N=N1.Cl.CN(C)CCCN=C=NCC.[C:47](N(CC=C)CC(O)=O)([O:49][C:50]([CH3:53])([CH3:52])[CH3:51])=[O:48].C(N(C(C)C)CC)(C)C.